From a dataset of Reaction yield outcomes from USPTO patents with 853,638 reactions. Predict the reaction yield, written as a fraction of the theoretical maximum amount of product (1.0 means a 100% yield; for example, 0.34 means a 34% yield). (1) The reactants are [NH:1]([C:3]1[CH:11]=[CH:10][C:6]([C:7]([OH:9])=[O:8])=[CH:5][CH:4]=1)[NH2:2].[C:12]1(=O)[CH2:16][CH2:15][CH2:14][CH2:13]1. The catalyst is C(O)(=O)C. The product is [C:12]1(=[N:2][NH:1][C:3]2[CH:4]=[CH:5][C:6]([C:7]([OH:9])=[O:8])=[CH:10][CH:11]=2)[CH2:16][CH2:15][CH2:14][CH2:13]1. The yield is 0.780. (2) The reactants are Cl.[CH3:2][N:3]([CH2:10][C:11]1[CH:20]=[CH:19][C:14]([C:15]([O:17][CH3:18])=[O:16])=[CH:13][CH:12]=1)[CH2:4][CH:5]1[CH2:9][CH2:8][CH2:7][NH:6]1.[Br:21][C:22]1[CH:36]=[CH:35][C:25]([O:26][C:27]2[CH:34]=[CH:33][C:30]([CH:31]=O)=[CH:29][CH:28]=2)=[CH:24][CH:23]=1.C(N(C(C)C)CC)(C)C.C(O[BH-](OC(=O)C)OC(=O)C)(=O)C.[Na+].C(=O)(O)[O-].[Na+]. The catalyst is ClC(Cl)C. The product is [Br:21][C:22]1[CH:36]=[CH:35][C:25]([O:26][C:27]2[CH:34]=[CH:33][C:30]([CH2:31][N:6]3[CH2:7][CH2:8][CH2:9][C@@H:5]3[CH2:4][N:3]([CH2:10][C:11]3[CH:12]=[CH:13][C:14]([C:15]([O:17][CH3:18])=[O:16])=[CH:19][CH:20]=3)[CH3:2])=[CH:29][CH:28]=2)=[CH:24][CH:23]=1. The yield is 0.940. (3) The reactants are C([Si](C(C)C)(C(C)C)[O:5][C:6]1[CH:7]=[C:8](Br)[C:9]2[C:14]([CH:15]=1)=[CH:13][CH:12]=[CH:11][CH:10]=2)(C)C.[C:23]([C:25]1[CH:39]=[CH:38][C:28]([N:29]([CH2:34][CH2:35][CH2:36][CH3:37])[CH2:30][CH2:31][CH2:32][CH3:33])=[CH:27][CH:26]=1)#[CH:24].C1C=CC(P(C2C=CC=CC=2)C2C=CC=CC=2)=CC=1.[F-].C([N+](CCCC)(CCCC)CCCC)CCC. The catalyst is CCN(CC)CC.Cl[Pd](Cl)([P](C1C=CC=CC=1)(C1C=CC=CC=1)C1C=CC=CC=1)[P](C1C=CC=CC=1)(C1C=CC=CC=1)C1C=CC=CC=1.[Cu]I.O. The product is [CH2:30]([N:29]([CH2:34][CH2:35][CH2:36][CH3:37])[C:28]1[CH:27]=[CH:26][C:25]([C:23]#[C:24][C:7]2[C:6]([OH:5])=[CH:15][C:14]3[C:9]([CH:8]=2)=[CH:10][CH:11]=[CH:12][CH:13]=3)=[CH:39][CH:38]=1)[CH2:31][CH2:32][CH3:33]. The yield is 0.210.